From a dataset of Full USPTO retrosynthesis dataset with 1.9M reactions from patents (1976-2016). Predict the reactants needed to synthesize the given product. (1) Given the product [N:8]1[CH:9]=[CH:10][CH:11]=[CH:12][C:7]=1[C:6]1[O:5][N:4]=[C:3]([C:13]([O:15][CH2:16][CH3:17])=[O:14])[C:2]=1[CH:18]=[CH2:19], predict the reactants needed to synthesize it. The reactants are: Br[C:2]1[C:3]([C:13]([O:15][CH2:16][CH3:17])=[O:14])=[N:4][O:5][C:6]=1[C:7]1[CH:12]=[CH:11][CH:10]=[CH:9][N:8]=1.[CH2:18]([Sn](CCCC)(CCCC)C=C)[CH2:19]CC. (2) Given the product [ClH:7].[Br:1][C:2]1[C:6]([Cl:7])=[C:5]([CH3:8])[NH:4][C:3]=1[C:9]([NH:11][C@@H:12]1[CH2:17][CH2:16][NH:15][CH2:14][C@@H:13]1[O:23][CH3:24])=[O:10], predict the reactants needed to synthesize it. The reactants are: [Br:1][C:2]1[C:6]([Cl:7])=[C:5]([CH3:8])[NH:4][C:3]=1[C:9]([NH:11][C@@H:12]1[CH2:17][CH2:16][N:15](C(OCC)=O)[CH2:14][C@@H:13]1[O:23][CH3:24])=[O:10].[OH-].[Na+]. (3) Given the product [CH3:14][C:12]1[C:11]([O:15][CH2:16][C:17]2[CH:22]=[CH:21][CH:20]=[CH:19][C:18]=2[O:23][CH2:24][C:25]2[CH:26]=[CH:27][C:28]([C:31]([F:34])([F:32])[F:33])=[CH:29][CH:30]=2)=[CH:10][C:7]2[S:8][CH:9]=[C:5]([CH2:4][C:3]([OH:35])=[O:2])[C:6]=2[CH:13]=1, predict the reactants needed to synthesize it. The reactants are: C[O:2][C:3](=[O:35])[CH2:4][C:5]1[C:6]2[CH:13]=[C:12]([CH3:14])[C:11]([O:15][CH2:16][C:17]3[CH:22]=[CH:21][CH:20]=[CH:19][C:18]=3[O:23][CH2:24][C:25]3[CH:30]=[CH:29][C:28]([C:31]([F:34])([F:33])[F:32])=[CH:27][CH:26]=3)=[CH:10][C:7]=2[S:8][CH:9]=1.FC(F)(F)C1C=CC(COC2C=CC=CC=2CO)=CC=1. (4) Given the product [CH3:1][C:2]1[O:6][C:5]([C:7]2[CH:8]=[CH:9][CH:10]=[CH:11][CH:12]=2)=[N:4][C:3]=1[CH2:13][O:14][C:15]1[CH:16]=[C:17]([CH:38]=[CH:39][CH:40]=1)[CH2:18][S:19][C:20]1[CH:21]=[C:22]([CH2:23][CH2:24][C:25]([OH:27])=[O:26])[CH:35]=[CH:36][CH:37]=1, predict the reactants needed to synthesize it. The reactants are: [CH3:1][C:2]1[O:6][C:5]([C:7]2[CH:12]=[CH:11][CH:10]=[CH:9][CH:8]=2)=[N:4][C:3]=1[CH2:13][O:14][C:15]1[CH:16]=[C:17]([CH:38]=[CH:39][CH:40]=1)[CH2:18][S:19][C:20]1[CH:21]=[C:22]([CH:35]=[CH:36][CH:37]=1)[CH2:23][CH:24](C(OCC)=O)[C:25]([O:27]CC)=[O:26].[OH-].[K+].O1CCCC1. (5) Given the product [Cl:1][C:2]1[CH:27]=[CH:26][C:5]([O:6][C:7]2[CH:12]=[CH:11][CH:10]=[CH:9][C:8]=2[NH:13][S:14]([C:17]2[CH:18]=[CH:19][C:20]([C:21]([NH:44][CH2:43][CH2:42][N:39]3[CH2:38][CH2:37][N:36]([C:31]4[N:30]=[CH:35][CH:34]=[CH:33][N:32]=4)[CH2:41][CH2:40]3)=[O:23])=[CH:24][CH:25]=2)(=[O:16])=[O:15])=[C:4]([O:28][CH3:29])[CH:3]=1, predict the reactants needed to synthesize it. The reactants are: [Cl:1][C:2]1[CH:27]=[CH:26][C:5]([O:6][C:7]2[CH:12]=[CH:11][CH:10]=[CH:9][C:8]=2[NH:13][S:14]([C:17]2[CH:25]=[CH:24][C:20]([C:21]([OH:23])=O)=[CH:19][CH:18]=2)(=[O:16])=[O:15])=[C:4]([O:28][CH3:29])[CH:3]=1.[N:30]1[CH:35]=[CH:34][CH:33]=[N:32][C:31]=1[N:36]1[CH2:41][CH2:40][N:39]([CH2:42][CH2:43][NH2:44])[CH2:38][CH2:37]1.